From a dataset of Forward reaction prediction with 1.9M reactions from USPTO patents (1976-2016). Predict the product of the given reaction. (1) Given the reactants [C:1]1([C:7]2[CH2:13][CH2:12][CH2:11][C:10]3[CH:14]=[CH:15][CH:16]=[CH:17][C:9]=3[C:8]=2[C:18]2[CH:23]=[CH:22][C:21]([CH:24]=[CH:25][C:26]([NH:28][S:29]([CH2:32][CH2:33][CH2:34]Cl)(=[O:31])=[O:30])=[O:27])=[CH:20][CH:19]=2)[CH:6]=[CH:5][CH:4]=[CH:3][CH:2]=1.[NH:36]1[CH2:41][CH2:40][CH2:39][CH2:38][CH2:37]1, predict the reaction product. The product is: [C:1]1([C:7]2[CH2:13][CH2:12][CH2:11][C:10]3[CH:14]=[CH:15][CH:16]=[CH:17][C:9]=3[C:8]=2[C:18]2[CH:23]=[CH:22][C:21]([CH:24]=[CH:25][C:26]([NH:28][S:29]([CH2:32][CH2:33][CH2:34][N:36]3[CH2:41][CH2:40][CH2:39][CH2:38][CH2:37]3)(=[O:31])=[O:30])=[O:27])=[CH:20][CH:19]=2)[CH:6]=[CH:5][CH:4]=[CH:3][CH:2]=1. (2) Given the reactants [F:1][C:2]1[CH:24]=[CH:23][C:5]([O:6][C:7]2[CH:8]=[C:9]3[C:13](=[CH:14][C:15]=2[C:16]([NH2:18])=[O:17])[N:12]([CH2:19][CH:20]([CH3:22])[CH3:21])[N:11]=[CH:10]3)=[CH:4][CH:3]=1.C(N1C=CN=C1)(N1C=CN=C1)=O.[N:37]1([CH2:42][CH2:43]N)[CH2:41][CH2:40][CH2:39][CH2:38]1, predict the reaction product. The product is: [N:37]1([CH2:42][CH2:43][NH:18][C:16]([C:15]2[CH:14]=[C:13]3[C:9]([CH:10]=[N:11][N:12]3[CH2:19][CH:20]([CH3:22])[CH3:21])=[CH:8][C:7]=2[O:6][C:5]2[CH:23]=[CH:24][C:2]([F:1])=[CH:3][CH:4]=2)=[O:17])[CH2:41][CH2:40][CH2:39][CH2:38]1. (3) Given the reactants C([NH:4][C:5]1[CH:10]=[CH:9][C:8]([NH:11][C:12]2[C:21]3[C:16](=[CH:17][CH:18]=[CH:19][CH:20]=3)[N:15]=[C:14]3[N:22]([CH3:26])[N:23]=[C:24]([CH3:25])[C:13]=23)=[CH:7][CH:6]=1)(=O)C.[ClH:27], predict the reaction product. The product is: [ClH:27].[NH2:4][C:5]1[CH:6]=[CH:7][C:8]([NH:11][C:12]2[C:21]3[C:16](=[CH:17][CH:18]=[CH:19][CH:20]=3)[N:15]=[C:14]3[N:22]([CH3:26])[N:23]=[C:24]([CH3:25])[C:13]=23)=[CH:9][CH:10]=1.